Dataset: Reaction yield outcomes from USPTO patents with 853,638 reactions. Task: Predict the reaction yield, written as a fraction of the theoretical maximum amount of product (1.0 means a 100% yield; for example, 0.34 means a 34% yield). (1) The reactants are [NH2:1][C:2]1[CH:3]=[C:4]([CH:14]=[CH:15][CH:16]=1)[O:5][C:6]1[N:11]=[CH:10][N:9]=[C:8]([NH2:12])[C:7]=1Cl.[O:17]([C:24]1[CH:29]=[CH:28][C:27](B(O)O)=[CH:26][CH:25]=1)[C:18]1[CH:23]=[CH:22][CH:21]=[CH:20][CH:19]=1.C1(P(C2CCCCC2)C2C=CC=CC=2C2C(OC)=CC=CC=2OC)CCCCC1.C(=O)([O-])[O-].[K+].[K+].[O-]S([O-])(=O)=O.[Na+].[Na+]. The catalyst is O1CCOCC1.O.C([O-])(=O)C.[Pd+2].C([O-])(=O)C. The product is [NH2:1][C:2]1[CH:3]=[C:4]([CH:14]=[CH:15][CH:16]=1)[O:5][C:6]1[N:11]=[CH:10][N:9]=[C:8]([NH2:12])[C:7]=1[C:27]1[CH:28]=[CH:29][C:24]([O:17][C:18]2[CH:23]=[CH:22][CH:21]=[CH:20][CH:19]=2)=[CH:25][CH:26]=1. The yield is 0.740. (2) The yield is 0.360. The product is [CH3:24][O:25][C:26]([C:27]1[N:36]=[CH:37][N:7]([CH2:6][C:5]2[CH:4]=[C:3]([C:2]([F:15])([F:16])[F:1])[CH:10]=[C:9]([C:11]([F:14])([F:12])[F:13])[CH:8]=2)[C:28]=1[C:29]1[CH:34]=[CH:33][CH:32]=[CH:31][CH:30]=1)=[O:38]. The catalyst is CN(C=O)C. The reactants are [F:1][C:2]([F:16])([F:15])[C:3]1[CH:4]=[C:5]([CH:8]=[C:9]([C:11]([F:14])([F:13])[F:12])[CH:10]=1)[CH2:6][NH2:7].C(N(CC)CC)C.[CH3:24][O:25][C:26](=[O:38])/[C:27](/[N:36]=[CH2:37])=[C:28](/Br)\[C:29]1[CH:34]=[CH:33][CH:32]=[CH:31][CH:30]=1.C([O-])(O)=O.[Na+].